From a dataset of CYP2D6 inhibition data for predicting drug metabolism from PubChem BioAssay. Regression/Classification. Given a drug SMILES string, predict its absorption, distribution, metabolism, or excretion properties. Task type varies by dataset: regression for continuous measurements (e.g., permeability, clearance, half-life) or binary classification for categorical outcomes (e.g., BBB penetration, CYP inhibition). Dataset: cyp2d6_veith. (1) The compound is Cc1ccc(C)n1CCN1CCN(CC(=O)Nc2ccc(S(N)(=O)=O)cc2)CC1. The result is 0 (non-inhibitor). (2) The molecule is O=C1/C(=C/c2ccccc2)[C@@H](NC2CCCCC2)c2ccccc21. The result is 1 (inhibitor). (3) The result is 1 (inhibitor). The compound is COc1ccc(-c2cc(=O)c3c(O)cc(O)cc3o2)cc1. (4) The compound is O=C(O)c1nc2nc(Cl)c(Cl)nc2[nH]1. The result is 0 (non-inhibitor).